From a dataset of Forward reaction prediction with 1.9M reactions from USPTO patents (1976-2016). Predict the product of the given reaction. (1) Given the reactants F[C:2]1[CH:9]=[CH:8][C:5]([CH:6]=[O:7])=[CH:4][CH:3]=1.[CH3:10][N:11]([CH2:18][CH2:19][OH:20])[C:12]1[N:17]=[CH:16][CH:15]=[CH:14][N:13]=1.C(=O)([O-])[O-].[K+].[K+].O, predict the reaction product. The product is: [CH3:10][N:11]([CH2:18][CH2:19][O:20][C:2]1[CH:9]=[CH:8][C:5]([CH:6]=[O:7])=[CH:4][CH:3]=1)[C:12]1[N:13]=[CH:14][CH:15]=[CH:16][N:17]=1. (2) Given the reactants Br[CH2:2][CH2:3][CH2:4][CH2:5][O:6][C:7]1[CH:14]=[CH:13][C:10]([C:11]#[N:12])=[CH:9][CH:8]=1.C([O-])([O-])=O.[K+].[K+].[Br:21][C:22]1[C:23]([OH:32])=[C:24]([C:29](=[O:31])[CH3:30])[CH:25]=[CH:26][C:27]=1[OH:28], predict the reaction product. The product is: [C:29]([C:24]1[CH:25]=[CH:26][C:27]([O:28][CH2:2][CH2:3][CH2:4][CH2:5][O:6][C:7]2[CH:14]=[CH:13][C:10]([C:11]#[N:12])=[CH:9][CH:8]=2)=[C:22]([Br:21])[C:23]=1[OH:32])(=[O:31])[CH3:30]. (3) Given the reactants [Br:1]N1C(=O)CCC1=O.Cl.[Cl:10][C:11]1[CH:36]=[CH:35][C:14]2[O:15][C:16]3[CH:34]=[CH:33][CH:32]=[CH:31][C:17]=3[C@@H:18]3[C@H:23]([NH:24][C:25](=[O:30])[C:26]([F:29])([F:28])[F:27])[CH2:22][CH2:21][CH2:20][N:19]3[C:13]=2[CH:12]=1, predict the reaction product. The product is: [Br:1][C:36]1[C:11]([Cl:10])=[CH:12][C:13]2[N:19]3[CH2:20][CH2:21][CH2:22][C@@H:23]([NH:24][C:25](=[O:30])[C:26]([F:29])([F:28])[F:27])[C@H:18]3[C:17]3[CH:31]=[CH:32][CH:33]=[CH:34][C:16]=3[O:15][C:14]=2[CH:35]=1. (4) Given the reactants [CH:1]1([CH2:4][O:5][C:6]2[N:11]=[C:10]([C:12]([OH:14])=O)[CH:9]=[CH:8][C:7]=2[N:15]2[CH2:18][C:17]([F:20])([F:19])[CH2:16]2)[CH2:3][CH2:2]1.Cl.[NH2:22][C@@H:23]([C:28]([CH3:31])([CH3:30])[CH3:29])[C:24]([O:26][CH3:27])=[O:25], predict the reaction product. The product is: [CH:1]1([CH2:4][O:5][C:6]2[N:11]=[C:10]([C:12]([NH:22][C@@H:23]([C:28]([CH3:31])([CH3:30])[CH3:29])[C:24]([O:26][CH3:27])=[O:25])=[O:14])[CH:9]=[CH:8][C:7]=2[N:15]2[CH2:18][C:17]([F:20])([F:19])[CH2:16]2)[CH2:2][CH2:3]1. (5) Given the reactants C(O[CH2:5][C:6]1[C:7]([O:17]CC2C=CC=CC=2)=[N:8][N:9]([C:11]2[CH:16]=[CH:15][CH:14]=[CH:13][CH:12]=2)[CH:10]=1)(=O)C.[O:25]1[CH2:29]CC[CH2:26]1.C[OH:31], predict the reaction product. The product is: [OH:17][C:7]1[C:6]([CH2:5][C:26]([O:25][CH3:29])=[O:31])=[CH:10][N:9]([C:11]2[CH:12]=[CH:13][CH:14]=[CH:15][CH:16]=2)[N:8]=1. (6) The product is: [CH:7]1([CH2:12][CH:13]([CH3:17])[CH2:14][CH:15]=[O:16])[CH2:11][CH2:10][CH2:9][CH2:8]1. Given the reactants C([O-])(O)=O.[Na+].O.[CH:7]1([CH2:12][CH:13]([CH3:17])[CH2:14][CH2:15][OH:16])[CH2:11][CH2:10][CH2:9][CH2:8]1.[O-]Cl.[Na+], predict the reaction product. (7) Given the reactants [CH2:1]([C:3]1[CH:8]=[CH:7][CH:6]=[CH:5][C:4]=1[CH2:9][CH3:10])[CH3:2].[Cl-].[Al+3].[Cl-].[Cl-].[C:15](Cl)(=[O:22])[C:16]1[CH:21]=[CH:20][CH:19]=[CH:18][CH:17]=1.O, predict the reaction product. The product is: [CH2:1]([C:3]1[CH:8]=[C:7]([CH:6]=[CH:5][C:4]=1[CH2:9][CH3:10])[C:15]([C:16]1[CH:21]=[CH:20][CH:19]=[CH:18][CH:17]=1)=[O:22])[CH3:2]. (8) Given the reactants [CH3:1][O:2][C:3]1[CH:4]=[C:5]([CH:8]=[CH:9][C:10]=1[N+:11]([O-])=O)[CH2:6][OH:7], predict the reaction product. The product is: [NH2:11][C:10]1[CH:9]=[CH:8][C:5]([CH2:6][OH:7])=[CH:4][C:3]=1[O:2][CH3:1]. (9) Given the reactants [C:1]([C:5]1[CH:6]=[C:7]([N+:14]([O-:16])=[O:15])[C:8]([O:12][CH3:13])=[C:9](N)[CH:10]=1)([CH3:4])([CH3:3])[CH3:2].C(ON=O)CC(C)C.[CH3:25][S:26]SC, predict the reaction product. The product is: [C:1]([C:5]1[CH:6]=[C:7]([N+:14]([O-:16])=[O:15])[C:8]([O:12][CH3:13])=[C:9]([S:26][CH3:25])[CH:10]=1)([CH3:4])([CH3:3])[CH3:2]. (10) The product is: [CH:1]1([C:4]2[N:5]=[C:6]3[C:11]([O:12][CH3:13])=[N:10][CH:9]=[CH:8][N:7]3[C:14]=2[CH:35]([OH:36])[C:33]2[CH:32]=[CH:31][C:25]3/[C:26](=[C:27](/[CH3:30])\[C:28]#[N:29])/[C:20]4[CH:19]=[CH:18][C:17]([F:16])=[CH:37][C:21]=4[O:22][CH2:23][C:24]=3[CH:34]=2)[CH2:3][CH2:2]1. Given the reactants [CH:1]1([C:4]2[N:5]=[C:6]3[C:11]([O:12][CH3:13])=[N:10][CH:9]=[CH:8][N:7]3[C:14]=2I)[CH2:3][CH2:2]1.[F:16][C:17]1[CH:18]=[CH:19][C:20]2=[C:21]([CH:37]=1)[O:22][CH2:23][C:24]1[CH:34]=[C:33]([CH:35]=[O:36])[CH:32]=[CH:31][C:25]=1/[C:26]/2=[C:27](/[CH3:30])\[C:28]#[N:29], predict the reaction product.